Predict the product of the given reaction. From a dataset of Forward reaction prediction with 1.9M reactions from USPTO patents (1976-2016). (1) Given the reactants [Br:1][C:2]1[N:6]([CH3:7])[N:5]=[CH:4][C:3]=1[C:8]([C:10]1[C:11]([Cl:17])=[N:12][CH:13]=[N:14][C:15]=1Cl)=[O:9].[NH:18]1[CH2:21][CH2:20][CH2:19]1.C(N(CC)C(C)C)(C)C, predict the reaction product. The product is: [N:18]1([C:15]2[C:10]([C:8]([C:3]3[CH:4]=[N:5][N:6]([CH3:7])[C:2]=3[Br:1])=[O:9])=[C:11]([Cl:17])[N:12]=[CH:13][N:14]=2)[CH2:21][CH2:20][CH2:19]1. (2) The product is: [Cl:19][C:20]1[CH:25]=[CH:24][CH:23]=[C:22]([Cl:26])[C:21]=1[CH2:27][C:28]([NH:1][N:2]1[N:11]=[C:10]([N:12]2[CH2:17][CH2:16][O:15][CH2:14][CH2:13]2)[C:9]2[C:4](=[CH:5][CH:6]=[CH:7][CH:8]=2)[C:3]1=[O:18])=[O:29]. Given the reactants [NH2:1][N:2]1[N:11]=[C:10]([N:12]2[CH2:17][CH2:16][O:15][CH2:14][CH2:13]2)[C:9]2[C:4](=[CH:5][CH:6]=[CH:7][CH:8]=2)[C:3]1=[O:18].[Cl:19][C:20]1[CH:25]=[CH:24][CH:23]=[C:22]([Cl:26])[C:21]=1[CH2:27][C:28](O)=[O:29], predict the reaction product.